Task: Predict which catalyst facilitates the given reaction.. Dataset: Catalyst prediction with 721,799 reactions and 888 catalyst types from USPTO (1) Reactant: [C:1]([O:5][C:6]([N:8]1[CH2:13][CH2:12][C:11](=O)[CH2:10][CH:9]1[CH2:15][CH3:16])=[O:7])([CH3:4])([CH3:3])[CH3:2].[Br:17][C:18]1[CH:24]=[CH:23][C:21]([NH2:22])=[CH:20][CH:19]=1.C(O[BH-](OC(=O)C)OC(=O)C)(=O)C.[Na+].C(O)(=O)C.[OH-].[Na+]. The catalyst class is: 26. Product: [C:1]([O:5][C:6]([N:8]1[CH2:13][CH2:12][CH:11]([NH:22][C:21]2[CH:23]=[CH:24][C:18]([Br:17])=[CH:19][CH:20]=2)[CH2:10][CH:9]1[CH2:15][CH3:16])=[O:7])([CH3:4])([CH3:3])[CH3:2]. (2) Reactant: [CH3:1][Si:2]([C:5]#[C:6][C@@H:7]1[NH:11][C@H:10]([C:12]([O:14][CH3:15])=[O:13])[CH2:9][CH2:8]1)([CH3:4])[CH3:3].CN(C1C=CC=CN=1)C.CN1CCOCC1.Cl.CN(C)CCCN=C=NCC.C1(NC2CCCCC2)CCCCC1.[C:57]([O:61][C:62]([NH:64][C@@H:65]([CH:69]1[CH2:73][CH2:72][CH2:71][CH2:70]1)[C:66](O)=[O:67])=[O:63])([CH3:60])([CH3:59])[CH3:58]. The catalyst class is: 96. Product: [C:57]([O:61][C:62]([NH:64][C@@H:65]([CH:69]1[CH2:70][CH2:71][CH2:72][CH2:73]1)[C:66]([N:11]1[C@@H:7]([C:6]#[C:5][Si:2]([CH3:3])([CH3:4])[CH3:1])[CH2:8][CH2:9][C@H:10]1[C:12]([O:14][CH3:15])=[O:13])=[O:67])=[O:63])([CH3:60])([CH3:58])[CH3:59]. (3) Reactant: [CH3:1][N:2]1[C:6]2=[N:7][CH:8]=[C:9]([C:11]([NH:13][C:14]([NH:16][C:17]3[CH:29]=[CH:28][C:20]([O:21][CH2:22][C:23]([O:25]CC)=[O:24])=[C:19]([C:30]([F:33])([F:32])[F:31])[CH:18]=3)=[O:15])=[O:12])[CH:10]=[C:5]2[C:4]([CH3:34])=[N:3]1.[OH-].[Na+:36]. Product: [CH3:1][N:2]1[C:6]2=[N:7][CH:8]=[C:9]([C:11]([NH:13][C:14]([NH:16][C:17]3[CH:29]=[CH:28][C:20]([O:21][CH2:22][C:23]([O-:25])=[O:24])=[C:19]([C:30]([F:33])([F:32])[F:31])[CH:18]=3)=[O:15])=[O:12])[CH:10]=[C:5]2[C:4]([CH3:34])=[N:3]1.[Na+:36]. The catalyst class is: 3. (4) Reactant: I[CH2:2][Si:3]([CH3:33])([CH3:32])[CH2:4][CH2:5][C:6]1[C:18]2[CH2:17][N:16]3[C:11](=[CH:12][C:13]4[C@:23]([CH2:25][CH3:26])([OH:24])[C:22](=[O:27])[O:21][CH2:20][C:14]=4[C:15]3=[O:19])[C:10]=2[N:9]=[C:8]2[CH:28]=[CH:29][CH:30]=[CH:31][C:7]=12.C([O-])([O-])=O.[K+].[K+].CC(O)(C)C.[NH:45]1[CH2:49][CH2:48][CH2:47][CH2:46]1. Product: [CH3:32][Si:3]([CH3:33])([CH2:2][N:45]1[CH2:49][CH2:48][CH2:47][CH2:46]1)[CH2:4][CH2:5][C:6]1[C:18]2[CH2:17][N:16]3[C:11](=[CH:12][C:13]4[C@:23]([CH2:25][CH3:26])([OH:24])[C:22](=[O:27])[O:21][CH2:20][C:14]=4[C:15]3=[O:19])[C:10]=2[N:9]=[C:8]2[CH:28]=[CH:29][CH:30]=[CH:31][C:7]=12. The catalyst class is: 6. (5) The catalyst class is: 2. Product: [OH:36][C:33]1[CH:34]=[CH:35][C:30]([C@@H:21]2[O:20][C:19]3[C:24](=[CH:25][C:26]4[CH2:27][C@@H:14]([C:12]([OH:13])=[O:11])[N:15]([C@@H:46]([C:49]5[CH:50]=[CH:51][CH:52]=[CH:53][CH:54]=5)[CH2:47][CH3:48])[CH2:16][C:17]=4[CH:18]=3)[N:23]([CH3:28])[C:22]2=[O:29])=[CH:31][CH:32]=1. Reactant: C([C@@H]1CC[C@@H](C)C[C@H]1[O:11][C:12]([C@@H:14]1[CH2:27][C:26]2[CH:25]=[C:24]3[C:19]([O:20][C@@H:21]([C:30]4[CH:35]=[CH:34][C:33]([O:36]CC5C=CC(Cl)=C(Cl)C=5)=[CH:32][CH:31]=4)[C:22](=[O:29])[N:23]3[CH3:28])=[CH:18][C:17]=2[CH2:16][N:15]1[C@@H:46]([C:49]1[CH:54]=[CH:53][CH:52]=[CH:51][CH:50]=1)[CH2:47][CH3:48])=[O:13])(C)C.B(Cl)(Cl)Cl. (6) Reactant: [C:1]([CH2:3][NH:4][C:5]([C@@H:7]1[CH2:12][CH2:11][CH2:10][CH2:9][C@H:8]1[CH2:13][S:14][C:15]1[CH:20]=[CH:19][C:18]([Br:21])=[CH:17][CH:16]=1)=[O:6])#[N:2].BrC1C=CC(S)=CC=1.CO.I([O-])(=O)(=O)=[O:33].[Na+]. Product: [C:1]([CH2:3][NH:4][C:5]([C@@H:7]1[CH2:12][CH2:11][CH2:10][CH2:9][C@H:8]1[CH2:13][S:14]([C:15]1[CH:16]=[CH:17][C:18]([Br:21])=[CH:19][CH:20]=1)=[O:33])=[O:6])#[N:2]. The catalyst class is: 6.